Dataset: Forward reaction prediction with 1.9M reactions from USPTO patents (1976-2016). Task: Predict the product of the given reaction. Given the reactants [C:1]([C:5]1[CH:10]=[CH:9][C:8]([N:11]2[C:19]3[C:14](=[CH:15][CH:16]=[CH:17][CH:18]=3)[C:13]([CH:20]=[O:21])=[C:12]2Cl)=[CH:7][CH:6]=1)([CH3:4])([CH3:3])[CH3:2].[C:23]([N:30]1[CH2:35][CH2:34][NH:33][CH2:32][CH2:31]1)([O:25][C:26]([CH3:29])([CH3:28])[CH3:27])=[O:24], predict the reaction product. The product is: [C:26]([O:25][C:23]([N:30]1[CH2:35][CH2:34][N:33]([C:12]2[N:11]([C:8]3[CH:9]=[CH:10][C:5]([C:1]([CH3:4])([CH3:3])[CH3:2])=[CH:6][CH:7]=3)[C:19]3[C:14]([C:13]=2[CH:20]=[O:21])=[CH:15][CH:16]=[CH:17][CH:18]=3)[CH2:32][CH2:31]1)=[O:24])([CH3:29])([CH3:27])[CH3:28].